Dataset: Forward reaction prediction with 1.9M reactions from USPTO patents (1976-2016). Task: Predict the product of the given reaction. (1) Given the reactants [CH:1]1([C:6]([C:8]2[CH:13]=[C:12]([CH3:14])[CH:11]=[CH:10][C:9]=2[NH:15][C:16]([NH:18][C:19]2[S:20][CH:21]=[C:22]([CH2:24][OH:25])[N:23]=2)=[O:17])=[O:7])[CH2:5][CH2:4][CH2:3][CH2:2]1.CCN(CC)CC.CS(C)=O.N1C=CC=CC=1.S(=O)(=O)=O, predict the reaction product. The product is: [CH:1]1([C:6]([C:8]2[CH:13]=[C:12]([CH3:14])[CH:11]=[CH:10][C:9]=2[NH:15][C:16]([NH:18][C:19]2[S:20][CH:21]=[C:22]([CH:24]=[O:25])[N:23]=2)=[O:17])=[O:7])[CH2:5][CH2:4][CH2:3][CH2:2]1. (2) Given the reactants [Cl:1][C:2]1[CH:3]=[C:4]2[C:9](=[CH:10][CH:11]=1)[C@@:8]1([CH2:17][O:16][C:15]3[CH:18]=[CH:19][C:20]([C:22]([O:24]C)=[O:23])=[CH:21][C:14]=3[N:13]([CH2:26][C@@H:27]3[CH2:30][CH2:29][C@H:28]3[C@@H:31]([OH:37])/[CH:32]=[CH:33]/[CH2:34][CH2:35][CH3:36])[CH2:12]1)[CH2:7][CH2:6][CH2:5]2.O[Li].O, predict the reaction product. The product is: [Cl:1][C:2]1[CH:3]=[C:4]2[C:9](=[CH:10][CH:11]=1)[C@@:8]1([CH2:17][O:16][C:15]3[CH:18]=[CH:19][C:20]([C:22]([OH:24])=[O:23])=[CH:21][C:14]=3[N:13]([CH2:26][C@@H:27]3[CH2:30][CH2:29][C@H:28]3[C@@H:31]([OH:37])/[CH:32]=[CH:33]/[CH2:34][CH2:35][CH3:36])[CH2:12]1)[CH2:7][CH2:6][CH2:5]2. (3) Given the reactants [CH2:1]([O:8][CH:9]([CH2:25][O:26]C(C)(C)C)[CH2:10][C:11]1([OH:24])[CH2:16][CH2:15][N:14]([C:17]([O:19][C:20]([CH3:23])([CH3:22])[CH3:21])=[O:18])[CH2:13][CH2:12]1)[C:2]1[CH:7]=[CH:6][CH:5]=[CH:4][CH:3]=1.[N+]([O-])([O-])=O.[NH4+].[Ce], predict the reaction product. The product is: [CH2:1]([O:8][CH:9]([CH2:25][OH:26])[CH2:10][C:11]1([OH:24])[CH2:12][CH2:13][N:14]([C:17]([O:19][C:20]([CH3:23])([CH3:21])[CH3:22])=[O:18])[CH2:15][CH2:16]1)[C:2]1[CH:7]=[CH:6][CH:5]=[CH:4][CH:3]=1.